The task is: Predict the reaction yield, written as a fraction of the theoretical maximum amount of product (1.0 means a 100% yield; for example, 0.34 means a 34% yield).. This data is from Reaction yield outcomes from USPTO patents with 853,638 reactions. The reactants are [NH2:1][C:2]1[C:3]([C:12]([C:14]2[CH:19]=[CH:18][C:17]([O:20][CH3:21])=[C:16]([F:22])[CH:15]=2)=O)=[CH:4][CH:5]=[C:6]2[C:11]=1[N:10]=[CH:9][CH:8]=[CH:7]2.[CH3:23][NH:24][S:25](Cl)(=[O:27])=[O:26].[BH4-].[Na+]. The catalyst is N1C=CC=CC=1. The product is [F:22][C:16]1[CH:15]=[C:14]([CH:12]2[C:3]3[CH:4]=[CH:5][C:6]4[C:11](=[N:10][CH:9]=[CH:8][CH:7]=4)[C:2]=3[NH:1][S:25](=[O:27])(=[O:26])[N:24]2[CH3:23])[CH:19]=[CH:18][C:17]=1[O:20][CH3:21]. The yield is 0.520.